This data is from Tyrosyl-DNA phosphodiesterase HTS with 341,365 compounds. The task is: Binary Classification. Given a drug SMILES string, predict its activity (active/inactive) in a high-throughput screening assay against a specified biological target. (1) The molecule is S1(=O)(=O)N=C(NCc2c(cccc2)C)C(=C1c1ccc(C(C)C)cc1)C. The result is 0 (inactive). (2) The compound is S(=O)(=O)(N)c1ccc(NC(=O)C(Oc2ccc(cc2)C(=O)c2ccccc2)C)cc1. The result is 0 (inactive). (3) The drug is s1c(NC(=O)CCC(=O)N(CC(=O)NCc2ccccc2)c2ccc(OCC)cc2)ncc1. The result is 0 (inactive).